The task is: Binary Classification. Given a miRNA mature sequence and a target amino acid sequence, predict their likelihood of interaction.. This data is from Experimentally validated miRNA-target interactions with 360,000+ pairs, plus equal number of negative samples. (1) The protein sequence of the target gene is MGEIEQRPTPGSRLGAPENSGISTLERGQKPPPTPSGKLVSIKIQMLDDTQEAFEVPQRAPGKVLLDAVCNHLNLVEGDYFGLEFPDHKKITVWLDLLKPIVKQIRRPKHVVVKFVVKFFPPDHTQLQEELTRYLFALQVKQDLAQGRLTCNDTSAALLISHIVQSEIGDFDEALDREHLAKNKYIPQQDALEDKIVEFHHNHIGQTPAESDFQLLEIARRLEMYGIRLHPAKDREGTKINLAVANTGILVFQGFTKINAFNWAKVRKLSFKRKRFLIKLRPDANSAYQDTLEFLMASRD.... Result: 0 (no interaction). The miRNA is ath-miR156a-5p with sequence UGACAGAAGAGAGUGAGCAC. (2) The miRNA is mmu-miR-149-5p with sequence UCUGGCUCCGUGUCUUCACUCCC. The protein sequence of the target gene is MENAHTKTVEEVLGHFGVNESTGLSLEQVKKLKERWGSNELPAEEGKTLLELVIEQFEDLLVRILLLAACISFVLAWFEEGEETITAFVEPFVILLILVANAIVGVWQERNAENAIEALKEYEPEMGKVYRQDRKSVQRIKAKDIVPGDIVEIAVGDKVPADIRLTSIKSTTLRVDQSILTGESVSVIKHTDPVPDPRAVNQDKKNMLFSGTNIAAGKAMGVVVATGVNTEIGKIRDEMVATEQERTPLQQKLDEFGEQLSKVISLICIAVWIINIGHFNDPVHGGSWIRGAIYYFKIAV.... Result: 1 (interaction). (3) The miRNA is hsa-miR-25-3p with sequence CAUUGCACUUGUCUCGGUCUGA. The protein sequence of the target gene is MAPVGVEKKLLLGPNGPAVAAAGDLTSEEEEGQSLWSSILSEVSTRARSKLPSGKNILVFGEDGSGKTTLMTKLQGAEHGKKGRGLEYLYLSVHDEDRDDHTRCNVWILDGDLYHKGLLKFAVSAESLPETLVIFVADMSRPWTVMESLQKWASVLREHIDKMKIPPEKMRELERKFVKDFQDYMEPEEGCQGSPQRRGPLTSGSDEENVALPLGDNVLTHNLGIPVLVVCTKCDAVSVLEKEHDYRDEHLDFIQSHLRRFCLQYGAALIYTSVKEEKNLDLLYKYIVHKTYGFHFTTPA.... Result: 1 (interaction). (4) The miRNA is hsa-miR-3667-3p with sequence ACCUUCCUCUCCAUGGGUCUUU. The protein sequence of the target gene is MAPPSAPLPAQGPGKARPSRKRGRRPRALKFVDVAVYFSPEEWGCLRPAQRALYRDVMRETYGHLGALGCAGPKPALISWLERNTDDWEPAALDPQEYPRGLTVQRKSRTRKKNGEKEVFPPKEAPRKGKRGRRPSKPRLIPRQTSGGPICPDCGCTFPDHQALESHKCAQNLKKPYPCPDCGRRFSYPSLLVSHRRAHSGECPYVCDQCGKRFSQRKNLSQHQVIHTGEKPYHCPDCGRCFRRSRSLANHRTTHTGEKPHQCPSCGRRFAYPSLLAIHQRTHTGEKPYTCLECNRRFRQ.... Result: 1 (interaction). (5) The protein sequence of the target gene is MDPGDPAGDPAAGERHRMGRDPLLLLQALQTLWSTRERKQLREEAWRGFAALDDPLAGLLDMLESCRGQRGEGPSLAAWISHQLQCWLQAQPCPSLAQHSLRLKQLQARAVKVLTESPPSLAAPLASIFQLQDADRSCLLAHVHRLHHEGRFREAATLGATLKLQSELGVEKMSIPLLLQDKVALVERYVAGFPDLQRRLLVLMDSWCQPGFDIKDVARRYPEVTSLSLEKLSPKALSRQVLRLQERYGVAPALCPNAAIQQRLAALRHLCHKRFVEKSLSQENWTDHVQGLVGQSPWLQ.... The miRNA is hsa-miR-548aw with sequence GUGCAAAAGUCAUCACGGUU. Result: 0 (no interaction). (6) The miRNA is hsa-miR-1231 with sequence GUGUCUGGGCGGACAGCUGC. The protein sequence of the target gene is MDRVLRDVFDYSYRDYILSWYGNLSRDDGQLYHLLLDDFWEIVKQIRQRLSHVDVVKVVCNDIVKALLTHFCDLKAATARHEEQPRPFVLHACLKDSHDEVRFLQTCSQVLVLCLLPSKDIQSLSLRTMLAEILTTKVLKPVVELLSNPDYINQMLLRQLEYREQMSEHHKRAYTYAPSYEDFIKLINSNSDVDFLKQLRYQIVVEIIQATTISSFPQLKRHKGKESAAMKTDLLRARNMKRYINQLTVAKKQCEKRIRILGGPAYDQQEDGASDEGEGPQSQKILQFEDIMTNPFYRER.... Result: 0 (no interaction).